Predict the reactants needed to synthesize the given product. From a dataset of Full USPTO retrosynthesis dataset with 1.9M reactions from patents (1976-2016). (1) Given the product [CH3:28][NH:27][C:25]([CH2:24][C:20]1([NH:19][C:12]([C:10]2[CH:9]=[CH:8][C:7]([C:15]([F:18])([F:17])[F:16])=[C:6]([O:5][CH2:4][CH:1]3[CH2:2][CH2:3]3)[N:11]=2)=[O:14])[CH2:23][O:22][CH2:21]1)=[O:26], predict the reactants needed to synthesize it. The reactants are: [CH:1]1([CH2:4][O:5][C:6]2[N:11]=[C:10]([C:12]([OH:14])=O)[CH:9]=[CH:8][C:7]=2[C:15]([F:18])([F:17])[F:16])[CH2:3][CH2:2]1.[NH2:19][C:20]1([CH2:24][C:25]([NH:27][CH3:28])=[O:26])[CH2:23][O:22][CH2:21]1. (2) Given the product [F:23][C:20]1[CH:21]=[CH:22][C:17]([CH2:16][N:14]2[CH:15]=[C:11]([C:10]3[C:4]4[C:5](=[N:6][CH:7]=[C:2]([C:42]5[CH:43]=[C:44]([NH:48][S:49]([CH3:52])(=[O:50])=[O:51])[CH:45]=[CH:46][CH:47]=5)[CH:3]=4)[N:8]([S:24]([C:27]4[CH:28]=[CH:29][C:30]([CH3:31])=[CH:32][CH:33]=4)(=[O:26])=[O:25])[CH:9]=3)[CH:12]=[N:13]2)=[CH:18][CH:19]=1, predict the reactants needed to synthesize it. The reactants are: Br[C:2]1[CH:3]=[C:4]2[C:10]([C:11]3[CH:12]=[N:13][N:14]([CH2:16][C:17]4[CH:22]=[CH:21][C:20]([F:23])=[CH:19][CH:18]=4)[CH:15]=3)=[CH:9][N:8]([S:24]([C:27]3[CH:33]=[CH:32][C:30]([CH3:31])=[CH:29][CH:28]=3)(=[O:26])=[O:25])[C:5]2=[N:6][CH:7]=1.CC1(C)C(C)(C)OB([C:42]2[CH:43]=[C:44]([NH:48][S:49]([CH3:52])(=[O:51])=[O:50])[CH:45]=[CH:46][CH:47]=2)O1.C(=O)([O-])[O-].[Na+].[Na+]. (3) Given the product [CH:9]1([CH2:10][C:6]#[C:5][Si:2]([CH3:4])([CH3:3])[CH3:1])[CH2:7][CH2:8]1, predict the reactants needed to synthesize it. The reactants are: [CH3:1][Si:2]([C:5]#[CH:6])([CH3:4])[CH3:3].[CH2:7]([Li])[CH2:8][CH2:9][CH3:10].CCCCCC.CN(P(N(C)C)(N(C)C)=O)C.BrCC1CC1. (4) Given the product [CH3:18][O:19][C:20](=[O:23])[CH2:21][NH2:22].[CH2:18]([O:19][C:20]([NH:38][C:14](=[O:16])[CH:9]1[CH2:10][CH2:11][CH2:12][CH2:13][NH:8]1)=[O:23])[CH2:30][CH2:29][CH3:28], predict the reactants needed to synthesize it. The reactants are: C(OC([N:8]1[CH2:13][CH2:12][CH2:11][CH2:10][CH:9]1[C:14]([OH:16])=O)=O)(C)(C)C.Cl.[CH3:18][O:19][C:20](=[O:23])[CH2:21][NH2:22].Cl.CN([CH2:28][CH2:29][CH2:30]N=C=NCC)C.CC[N:38](CC)CC. (5) Given the product [Br:8][C:9]1[C:10]([O:7][C:1]2[CH:6]=[CH:5][CH:4]=[CH:3][CH:2]=2)=[N:11][CH:12]=[C:13]([N+:15]([O-:17])=[O:16])[CH:14]=1, predict the reactants needed to synthesize it. The reactants are: [C:1]1([OH:7])[CH:6]=[CH:5][CH:4]=[CH:3][CH:2]=1.[Br:8][C:9]1[C:10](Cl)=[N:11][CH:12]=[C:13]([N+:15]([O-:17])=[O:16])[CH:14]=1.C(=O)([O-])[O-].[Cs+].[Cs+].